The task is: Regression. Given two drug SMILES strings and cell line genomic features, predict the synergy score measuring deviation from expected non-interaction effect.. This data is from NCI-60 drug combinations with 297,098 pairs across 59 cell lines. Drug 1: CCN(CC)CCCC(C)NC1=C2C=C(C=CC2=NC3=C1C=CC(=C3)Cl)OC. Drug 2: C1C(C(OC1N2C=NC(=NC2=O)N)CO)O. Cell line: MDA-MB-231. Synergy scores: CSS=16.0, Synergy_ZIP=-5.63, Synergy_Bliss=-0.00768, Synergy_Loewe=-7.15, Synergy_HSA=-4.54.